From a dataset of Full USPTO retrosynthesis dataset with 1.9M reactions from patents (1976-2016). Predict the reactants needed to synthesize the given product. (1) The reactants are: [Br:1][C:2]1[C:3]([O:11][CH2:12][C:13]([F:16])([F:15])[F:14])=[N:4][CH:5]=[C:6]([CH:10]=1)[C:7]([OH:9])=O.CN(C(ON1N=NC2C=CC=CC1=2)=[N+](C)C)C.[B-](F)(F)(F)F.C(N(CC)C(C)C)(C)C.[NH2:48][C@@H:49]1[CH2:54][CH2:53][CH2:52][CH2:51][C@H:50]1[OH:55]. Given the product [Br:1][C:2]1[C:3]([O:11][CH2:12][C:13]([F:16])([F:15])[F:14])=[N:4][CH:5]=[C:6]([CH:10]=1)[C:7]([NH:48][C@@H:49]1[CH2:54][CH2:53][CH2:52][CH2:51][C@H:50]1[OH:55])=[O:9], predict the reactants needed to synthesize it. (2) Given the product [CH3:26][C:24]1[CH:23]=[C:22]([N:27]([C:28]2[CH:29]=[CH:30][C:31]([C:34]3([C:47]4[CH:52]=[CH:51][CH:50]=[CH:49][CH:48]=4)[C:35]4[CH:36]=[CH:37][CH:38]=[CH:39][C:40]=4[C:41]4[C:46]3=[CH:45][CH:44]=[CH:43][CH:42]=4)=[CH:32][CH:33]=2)[C:2]2[C:15]3=[C:16]4[C:17]5[C:12]([CH:13]=[CH:14]3)=[CH:11][CH:10]=[C:9]([N:27]([C:28]3[CH:29]=[C:30]([CH3:31])[CH:70]=[C:68]([CH3:69])[CH:71]=3)[C:22]3[CH:23]=[CH:55][C:54]([C:57]6([C:50]7[CH:49]=[CH:48][CH:47]=[CH:52][CH:51]=7)[C:42]7[CH:43]=[CH:44][CH:45]=[CH:46][C:41]=7[C:40]7[C:39]6=[CH:38][CH:37]=[CH:36][CH:35]=7)=[CH:53][CH:21]=3)[C:8]=5[CH:7]=[CH:6][C:5]4=[CH:4][CH:3]=2)[CH:21]=[C:20]([CH3:19])[CH:25]=1, predict the reactants needed to synthesize it. The reactants are: Br[C:2]1[C:15]2[C:16]3=[C:17]4[C:12](=[CH:13][CH:14]=2)[CH:11]=[CH:10][C:9](Br)=[C:8]4[CH:7]=[CH:6][C:5]3=[CH:4][CH:3]=1.[CH3:19][C:20]1[CH:21]=[C:22]([NH:27][C:28]2[CH:33]=[CH:32][C:31]([C:34]3([C:47]4[CH:52]=[CH:51][CH:50]=[CH:49][CH:48]=4)[C:46]4[CH:45]=[CH:44][CH:43]=[CH:42][C:41]=4[C:40]4[C:35]3=[CH:36][CH:37]=[CH:38][CH:39]=4)=[CH:30][CH:29]=2)[CH:23]=[C:24]([CH3:26])[CH:25]=1.[CH3:53][C:54]([CH3:57])([O-])[CH3:55].[Na+].[C:68](P([C:68]([CH3:71])([CH3:70])[CH3:69])[C:68]([CH3:71])([CH3:70])[CH3:69])([CH3:71])([CH3:70])[CH3:69]. (3) Given the product [C:48]([NH:47][CH2:46][CH2:45][C:43]1[CH:44]=[C:39]([F:38])[CH:40]=[CH:41][C:42]=1[C:51]1[O:24][N:23]=[C:22]([C@@H:10]2[C@:9]([C:4]3[CH:5]=[CH:6][C:7]([F:8])=[C:2]([F:1])[CH:3]=3)([OH:25])[CH2:14][CH2:13][N:12]([C:15]([O:17][C:18]([CH3:21])([CH3:19])[CH3:20])=[O:16])[CH2:11]2)[C:52]=1[Br:53])(=[O:50])[CH3:49], predict the reactants needed to synthesize it. The reactants are: [F:1][C:2]1[CH:3]=[C:4]([C@@:9]2([OH:25])[CH2:14][CH2:13][N:12]([C:15]([O:17][C:18]([CH3:21])([CH3:20])[CH3:19])=[O:16])[CH2:11][C@@H:10]2[CH:22]=[N:23][OH:24])[CH:5]=[CH:6][C:7]=1[F:8].CC1C=CC(S(NCl)(=O)=O)=CC=1.[F:38][C:39]1[CH:40]=[CH:41][C:42]([C:51]#[C:52][Br:53])=[C:43]([CH2:45][CH2:46][NH:47][C:48](=[O:50])[CH3:49])[CH:44]=1. (4) Given the product [N:4]1([CH2:7][C:8]([NH:12][NH2:13])=[O:10])[CH2:5][CH2:6][O:1][CH2:2][CH2:3]1, predict the reactants needed to synthesize it. The reactants are: [O:1]1[CH2:6][CH2:5][N:4]([CH2:7][C:8]([O:10]C)=O)[CH2:3][CH2:2]1.[NH2:12][NH2:13]. (5) Given the product [Cl:1][C:2]1[C:3]([CH3:24])=[C:4]([CH2:8][N:9]2[C:10]3[N:11]=[C:12]([N:18]4[CH2:19][CH2:20][O:21][CH2:22][CH2:23]4)[S:13][C:14]=3[C:15](=[O:16])[N:17]=[C:28]2[CH2:27][S:26][CH3:25])[CH:5]=[CH:6][CH:7]=1, predict the reactants needed to synthesize it. The reactants are: [Cl:1][C:2]1[C:3]([CH3:24])=[C:4]([CH2:8][NH:9][C:10]2[N:11]=[C:12]([N:18]3[CH2:23][CH2:22][O:21][CH2:20][CH2:19]3)[S:13][C:14]=2[C:15]([NH2:17])=[O:16])[CH:5]=[CH:6][CH:7]=1.[CH3:25][S:26][CH2:27][C:28](Cl)=O. (6) Given the product [NH:5]([C:19]1[N:20]=[N:21][C:22]([C:25]2[CH:30]=[CH:29][C:28]([O:31][CH2:32][C:33]3[CH:38]=[CH:37][CH:36]=[CH:35][CH:34]=3)=[CH:27][CH:26]=2)=[CH:23][N:24]=1)[NH2:6], predict the reactants needed to synthesize it. The reactants are: CS(C1[N:5]=[N:6]C(C2C=CC=CC=2)=CN=1)=O.CS([C:19]1[N:20]=[N:21][C:22]([C:25]2[CH:30]=[CH:29][C:28]([O:31][CH2:32][C:33]3[CH:38]=[CH:37][CH:36]=[CH:35][CH:34]=3)=[CH:27][CH:26]=2)=[CH:23][N:24]=1)=O. (7) The reactants are: [H-].[Na+].[C:3](=[O:8])([O:6][CH3:7])OC.[CH3:9][C:10]1([CH3:17])[CH2:15][CH2:14][CH2:13][C:12](=[O:16])[CH2:11]1.[Cl-].[NH4+]. Given the product [CH3:9][C:10]1([CH3:17])[CH2:15][CH2:14][CH:13]([C:3]([O:6][CH3:7])=[O:8])[C:12](=[O:16])[CH2:11]1, predict the reactants needed to synthesize it. (8) Given the product [CH3:19][O:18][C:16]1[CH:15]=[CH:14][C:12]2[N:13]=[C:9]([NH:8][C:6](=[O:7])[C:5]3[CH:20]=[CH:21][C:2]([NH:30][C:27]4[CH:28]=[CH:29][C:24]([O:23][CH3:22])=[CH:25][CH:26]=4)=[CH:3][CH:4]=3)[S:10][C:11]=2[CH:17]=1, predict the reactants needed to synthesize it. The reactants are: Cl[C:2]1[CH:21]=[CH:20][C:5]([C:6]([NH:8][C:9]2[S:10][C:11]3[CH:17]=[C:16]([O:18][CH3:19])[CH:15]=[CH:14][C:12]=3[N:13]=2)=[O:7])=[CH:4][CH:3]=1.[CH3:22][O:23][C:24]1[CH:29]=[CH:28][C:27]([NH2:30])=[CH:26][CH:25]=1.CC(C1C=C(C(C)C)C(C2C=CC=CC=2P(C2CCCCC2)C2CCCCC2)=C(C(C)C)C=1)C.C(=O)([O-])[O-].[K+].[K+]. (9) Given the product [CH2:1]([N:4]1[C:5](=[O:22])[CH:6]2[CH:8]([C:7]2([C:11]2[CH:16]=[CH:15][CH:14]=[C:13]([NH2:17])[CH:12]=2)[CH2:20][CH3:21])[C:9]1=[O:10])[CH:2]=[CH2:3], predict the reactants needed to synthesize it. The reactants are: [CH2:1]([N:4]1[C:9](=[O:10])[CH:8]2[CH:6]([C:7]2([CH2:20][CH3:21])[C:11]2[CH:16]=[CH:15][CH:14]=[C:13]([N+:17]([O-])=O)[CH:12]=2)[C:5]1=[O:22])[CH:2]=[CH2:3].[Cl-].[Ca+2].[Cl-]. (10) The reactants are: [Cl:1][C:2]1[CH:11]=[C:10]2[C:5]([C:6]([C:19]3[CH:24]=[CH:23][C:22]([F:25])=[CH:21][CH:20]=3)=[C:7]([C:14]([O:16]CC)=[CH2:15])[C:8]([CH3:13])([CH3:12])[O:9]2)=[CH:4][CH:3]=1.Cl.O1CCOCC1. Given the product [Cl:1][C:2]1[CH:11]=[C:10]2[C:5]([C:6]([C:19]3[CH:20]=[CH:21][C:22]([F:25])=[CH:23][CH:24]=3)=[C:7]([C:14](=[O:16])[CH3:15])[C:8]([CH3:12])([CH3:13])[O:9]2)=[CH:4][CH:3]=1, predict the reactants needed to synthesize it.